Dataset: Peptide-MHC class I binding affinity with 185,985 pairs from IEDB/IMGT. Task: Regression. Given a peptide amino acid sequence and an MHC pseudo amino acid sequence, predict their binding affinity value. This is MHC class I binding data. (1) The peptide sequence is KAGQVVTIW. The MHC is HLA-B58:02 with pseudo-sequence HLA-B58:02. The binding affinity (normalized) is 0.284. (2) The peptide sequence is FLVCFPSTQR. The MHC is HLA-A03:01 with pseudo-sequence HLA-A03:01. The binding affinity (normalized) is 0.409. (3) The peptide sequence is GAPRNRELF. The MHC is H-2-Db with pseudo-sequence H-2-Db. The binding affinity (normalized) is 0.637. (4) The peptide sequence is CHQWIGSAF. The MHC is Mamu-B17 with pseudo-sequence Mamu-B17. The binding affinity (normalized) is 0.519. (5) The peptide sequence is HCIDKTPGL. The MHC is HLA-A02:12 with pseudo-sequence HLA-A02:12. The binding affinity (normalized) is 0.486.